The task is: Predict the reaction yield, written as a fraction of the theoretical maximum amount of product (1.0 means a 100% yield; for example, 0.34 means a 34% yield).. This data is from Reaction yield outcomes from USPTO patents with 853,638 reactions. (1) The reactants are CO[C:3]1[CH:8]=C[C:6]([C@@H:9]([N:11]([CH2:22][C:23]2[N:24]=[C:25]3[CH:30]=[CH:29][CH:28]=[C:27]([N:31]4[CH2:36][CH2:35][N:34]([CH3:37])[CH2:33][CH2:32]4)[N:26]3[CH:38]=2)[C@@H:12]2[C:21]3[N:20]=[CH:19][CH:18]=[CH:17][C:16]=3[CH2:15][CH2:14][CH2:13]2)C)=[CH:5][CH:4]=1.[N:39]1C=CC=CC=1C=O. No catalyst specified. The product is [CH3:37][N:34]1[CH2:33][CH2:32][N:31]([C:27]2[N:26]3[CH:38]=[C:23]([CH2:22][N:11]([CH2:9][C:6]4[CH:5]=[CH:4][CH:3]=[CH:8][N:39]=4)[C@@H:12]4[C:21]5[N:20]=[CH:19][CH:18]=[CH:17][C:16]=5[CH2:15][CH2:14][CH2:13]4)[N:24]=[C:25]3[CH:30]=[CH:29][CH:28]=2)[CH2:36][CH2:35]1. The yield is 0.760. (2) The reactants are [CH3:1][C:2]1[CH:3]=[C:4]([CH:8]=[C:9]([CH3:12])[C:10]=1[OH:11])[C:5]([OH:7])=[O:6].[C:13](OC(=O)C)(=[O:15])[CH3:14]. The catalyst is N1C=CC=CC=1. The product is [C:13]([O:11][C:10]1[C:9]([CH3:12])=[CH:8][C:4]([C:5]([OH:7])=[O:6])=[CH:3][C:2]=1[CH3:1])(=[O:15])[CH3:14]. The yield is 1.00.